Dataset: TCR-epitope binding with 47,182 pairs between 192 epitopes and 23,139 TCRs. Task: Binary Classification. Given a T-cell receptor sequence (or CDR3 region) and an epitope sequence, predict whether binding occurs between them. (1) The epitope is VLWAHGFEL. The TCR CDR3 sequence is CASSPRDRGSTGELFF. Result: 1 (the TCR binds to the epitope). (2) The epitope is HTTDPSFLGRY. The TCR CDR3 sequence is CASSQEQDTAYEQYF. Result: 1 (the TCR binds to the epitope).